This data is from Catalyst prediction with 721,799 reactions and 888 catalyst types from USPTO. The task is: Predict which catalyst facilitates the given reaction. (1) Reactant: [NH2:1][C:2]1[C:3]([C:7]2[N:8]([CH2:23][CH3:24])[C:9]3[CH:14]=[C:13](Cl)[N:12]=[C:11]([C:16]#[C:17][C:18]([CH3:21])([OH:20])[CH3:19])[C:10]=3[N:22]=2)=[N:4][O:5][N:6]=1.[NH2:25][C:26]1[CH:27]=[C:28](B(O)O)[CH:29]=[CH:30][CH:31]=1.C([O-])([O-])=O.[K+].[K+]. The catalyst class is: 70. Product: [NH2:1][C:2]1[C:3]([C:7]2[N:8]([CH2:23][CH3:24])[C:9]3[CH:14]=[C:13]([C:30]4[CH:29]=[CH:28][CH:27]=[C:26]([NH2:25])[CH:31]=4)[N:12]=[C:11]([C:16]#[C:17][C:18]([CH3:21])([OH:20])[CH3:19])[C:10]=3[N:22]=2)=[N:4][O:5][N:6]=1. (2) Reactant: [CH3:1][C:2]([C:5]1[CH:6]=[CH:7][C:8]([S:11]([NH:14][C:15]2[C:16]([O:31][C:32]3[CH:33]=[CH:34][CH:35]=[CH:36][C:37]=3[O:38][CH3:39])=[C:17]([O:27][CH2:28][CH2:29][OH:30])[N:18]=[C:19]([C:21]3[N:22]=[CH:23][CH:24]=[CH:25][N:26]=3)[N:20]=2)(=[O:13])=[O:12])=[CH:9][CH:10]=1)([CH3:4])[CH3:3].[K].Cl. The catalyst class is: 6. Product: [CH3:4][C:2]([C:5]1[CH:6]=[CH:7][C:8]([S:11]([NH:14][C:15]2[N:20]=[C:19]([C:21]3[N:22]=[CH:23][CH:24]=[CH:25][N:26]=3)[N:18]=[C:17]([O:27][CH2:28][CH2:29][OH:30])[C:16]=2[O:31][C:32]2[C:37]([O:38][CH3:39])=[CH:36][CH:35]=[CH:34][CH:33]=2)(=[O:12])=[O:13])=[CH:9][CH:10]=1)([CH3:1])[CH3:3].[OH2:12].